Predict the reactants needed to synthesize the given product. From a dataset of Full USPTO retrosynthesis dataset with 1.9M reactions from patents (1976-2016). (1) Given the product [CH:14]([O:17][C:18]([N:20]1[CH2:25][CH2:24][CH:23]([N:26]2[C:30]3=[N:31][CH:32]=[N:33][C:34]([O:13][C:10]4[CH:11]=[CH:12][C:7]([S:4]([CH3:3])(=[O:5])=[O:6])=[CH:8][CH:9]=4)=[C:29]3[C:28]([CH3:36])=[N:27]2)[CH2:22][CH2:21]1)=[O:19])([CH3:16])[CH3:15], predict the reactants needed to synthesize it. The reactants are: [H-].[Na+].[CH3:3][S:4]([C:7]1[CH:12]=[CH:11][C:10]([OH:13])=[CH:9][CH:8]=1)(=[O:6])=[O:5].[CH:14]([O:17][C:18]([N:20]1[CH2:25][CH2:24][CH:23]([N:26]2[C:30]3=[N:31][CH:32]=[N:33][C:34](Cl)=[C:29]3[C:28]([CH3:36])=[N:27]2)[CH2:22][CH2:21]1)=[O:19])([CH3:16])[CH3:15].[Cl-].[NH4+]. (2) The reactants are: [Br:1][C:2]1[CH:3]=[C:4]([CH:8]([OH:10])[CH3:9])[CH:5]=[N:6][CH:7]=1.[C:11]([O:14][CH:15]=[CH2:16])(=[O:13])[CH3:12]. Given the product [Br:1][C:2]1[CH:3]=[C:4]([C@@H:8]([OH:10])[CH3:9])[CH:5]=[N:6][CH:7]=1.[C:11]([O:14][C@@H:15]([C:4]1[CH:5]=[N:6][CH:7]=[C:2]([Br:1])[CH:3]=1)[CH3:16])(=[O:13])[CH3:12], predict the reactants needed to synthesize it.